Task: Predict which catalyst facilitates the given reaction.. Dataset: Catalyst prediction with 721,799 reactions and 888 catalyst types from USPTO (1) Reactant: Cl.Cl.[NH:3]1[CH2:8][CH2:7][CH2:6][CH2:5][NH:4]1.C(=O)([O-])[O-].[Cs+].[Cs+].F[C:16]1[C:25]2[C:20](=[CH:21][CH:22]=[CH:23][CH:24]=2)[C:19]([C:26]#[N:27])=[CH:18][CH:17]=1. Product: [N:3]1([C:16]2[C:25]3[C:20](=[CH:21][CH:22]=[CH:23][CH:24]=3)[C:19]([C:26]#[N:27])=[CH:18][CH:17]=2)[CH2:8][CH2:7][CH2:6][CH2:5][NH:4]1. The catalyst class is: 16. (2) Reactant: Br[C:2]1[CH:11]=[C:10]2[C:5]([CH:6]=[CH:7][N:8]=[C:9]2[Cl:12])=[CH:4][CH:3]=1.[NH:13]1[C:21]2[C:16](=[CH:17][C:18](B(O)O)=[CH:19][CH:20]=2)[CH:15]=[CH:14]1.C(=O)([O-])[O-].[K+].[K+]. Product: [Cl:12][C:9]1[C:10]2[C:5](=[CH:4][CH:3]=[C:2]([C:18]3[CH:17]=[C:16]4[C:21](=[CH:20][CH:19]=3)[NH:13][CH:14]=[CH:15]4)[CH:11]=2)[CH:6]=[CH:7][N:8]=1. The catalyst class is: 9. (3) Reactant: [S:1]1[C:5]2[CH:6]=[CH:7][CH:8]=[CH:9][C:4]=2[N:3]=[C:2]1[O:10][C:11]1[CH:16]=[CH:15][C:14]([CH2:17][CH2:18][N:19]([CH2:24][CH:25]2[CH2:27][CH2:26]2)[CH2:20][CH2:21][CH2:22][NH2:23])=[CH:13][CH:12]=1.C(N(CC)CC)C.[C:35](OC(=O)C)(=[O:37])[CH3:36]. Product: [S:1]1[C:5]2[CH:6]=[CH:7][CH:8]=[CH:9][C:4]=2[N:3]=[C:2]1[O:10][C:11]1[CH:16]=[CH:15][C:14]([CH2:17][CH2:18][N:19]([CH2:24][CH:25]2[CH2:26][CH2:27]2)[CH2:20][CH2:21][CH2:22][NH:23][C:35](=[O:37])[CH3:36])=[CH:13][CH:12]=1. The catalyst class is: 2. (4) Reactant: [OH-].[Na+].[Cl:3][C:4]1[CH:23]=[CH:22][C:7]([O:8][CH:9]2[CH2:14][CH2:13][N:12]([C:15]([O:17][C:18]([CH3:21])([CH3:20])[CH3:19])=[O:16])[CH2:11][CH2:10]2)=[C:6]([C:24]([O:26]C)=[O:25])[CH:5]=1.Cl. Product: [C:18]([O:17][C:15]([N:12]1[CH2:11][CH2:10][CH:9]([O:8][C:7]2[CH:22]=[CH:23][C:4]([Cl:3])=[CH:5][C:6]=2[C:24]([OH:26])=[O:25])[CH2:14][CH2:13]1)=[O:16])([CH3:21])([CH3:19])[CH3:20]. The catalyst class is: 7.